From a dataset of Catalyst prediction with 721,799 reactions and 888 catalyst types from USPTO. Predict which catalyst facilitates the given reaction. (1) Reactant: O.C1(C)C=CC(S(O)(=O)=O)=CC=1.[C:13]1([C:37]2[CH:42]=[CH:41][CH:40]=[CH:39][CH:38]=2)[CH:18]=[CH:17][CH:16]=[CH:15][C:14]=1[C:19]1[CH:27]=[CH:26][CH:25]=[C:24]2[C:20]=1[CH2:21][CH:22]([CH2:29][C:30]1([CH3:36])[CH2:35][CH2:34][CH2:33][CH2:32][CH2:31]1)[CH:23]2O. Product: [C:13]1([C:37]2[CH:38]=[CH:39][CH:40]=[CH:41][CH:42]=2)[CH:18]=[CH:17][CH:16]=[CH:15][C:14]=1[C:19]1[CH:27]=[CH:26][CH:25]=[C:24]2[C:20]=1[CH2:21][C:22]([CH2:29][C:30]1([CH3:36])[CH2:31][CH2:32][CH2:33][CH2:34][CH2:35]1)=[CH:23]2. The catalyst class is: 11. (2) Reactant: [NH:1](C(OC(C)(C)C)=O)[C@@H:2]([C:4]([NH:6][C@@H:7]([C:19]([NH:21][C@H:22]([C:24]([NH:26][C@H:27]([C:38]([NH:40][C@@H:41]([C:49]([NH:51][C@H:52]([C:65]([NH2:67])=[O:66])[CH2:53][CH2:54][CH2:55][CH2:56][NH:57]C(OC(C)(C)C)=O)=[O:50])[CH2:42][C:43]1[CH:48]=[CH:47][CH:46]=[CH:45][CH:44]=1)=[O:39])[CH2:28][C:29]1[C:37]2[C:32](=[CH:33][CH:34]=[CH:35][CH:36]=2)[NH:31][CH:30]=1)=[O:25])[CH3:23])=[O:20])[CH2:8][C:9]1[CH:18]=[C:17]2[C:12]([CH:13]=[CH:14][CH:15]=[CH:16]2)=[CH:11][CH:10]=1)=[O:5])[CH3:3].C(O)(C(F)(F)F)=O. Product: [NH2:1][C@@H:2]([C:4]([NH:6][C@@H:7]([C:19]([NH:21][C@H:22]([C:24]([NH:26][C@H:27]([C:38]([NH:40][C@@H:41]([C:49]([NH:51][C@H:52]([C:65]([NH2:67])=[O:66])[CH2:53][CH2:54][CH2:55][CH2:56][NH2:57])=[O:50])[CH2:42][C:43]1[CH:44]=[CH:45][CH:46]=[CH:47][CH:48]=1)=[O:39])[CH2:28][C:29]1[C:37]2[C:32](=[CH:33][CH:34]=[CH:35][CH:36]=2)[NH:31][CH:30]=1)=[O:25])[CH3:23])=[O:20])[CH2:8][C:9]1[CH:18]=[C:17]2[C:12]([CH:13]=[CH:14][CH:15]=[CH:16]2)=[CH:11][CH:10]=1)=[O:5])[CH3:3]. The catalyst class is: 6.